The task is: Predict which catalyst facilitates the given reaction.. This data is from Catalyst prediction with 721,799 reactions and 888 catalyst types from USPTO. (1) Reactant: Cl.CO[C:4](=[O:11])[C@@H:5]([CH2:7][CH:8]([CH3:10])[CH3:9])[NH2:6].[F:12][C:13]1[CH:20]=[CH:19][C:16]([CH:17]=O)=[CH:15][CH:14]=1.C(OC([NH:28][C@H:29]([CH:33]1[CH2:41][C:40]2[C:35](=[CH:36][CH:37]=[CH:38][CH:39]=2)[CH2:34]1)[C:30]([OH:32])=O)=O)(C)(C)C.[CH:42]([N+:45]#[C-:46])([CH3:44])[CH3:43].C[OH:48]. Product: [F:12][C:13]1[CH:20]=[CH:19][C:16]([C@@H:17]([N:6]2[C@H:5]([CH2:7][CH:8]([CH3:9])[CH3:10])[C:4](=[O:11])[NH:28][C@H:29]([CH:33]3[CH2:34][C:35]4[C:40](=[CH:39][CH:38]=[CH:37][CH:36]=4)[CH2:41]3)[C:30]2=[O:32])[C:46]([NH:45][CH:42]([CH3:44])[CH3:43])=[O:48])=[CH:15][CH:14]=1. The catalyst class is: 66. (2) Product: [Cl:8][C:6]1[CH:5]=[C:4]([O:13][CH:12]([C:14]2[CH:19]=[CH:18][CH:17]=[CH:16][C:15]=2[N:20]2[CH:24]=[CH:23][C:22]([C:25]([F:28])([F:27])[F:26])=[N:21]2)[C:11]([F:30])([F:29])[F:10])[N:3]=[C:2]([NH2:1])[N:7]=1. The catalyst class is: 1. Reactant: [NH2:1][C:2]1[N:7]=[C:6]([Cl:8])[CH:5]=[C:4](Cl)[N:3]=1.[F:10][C:11]([F:30])([F:29])[CH:12]([C:14]1[CH:19]=[CH:18][CH:17]=[CH:16][C:15]=1[N:20]1[CH:24]=[CH:23][C:22]([C:25]([F:28])([F:27])[F:26])=[N:21]1)[OH:13].[H-].[Na+]. (3) Reactant: [CH2:1]([O:8][C:9]1[C:24]([O:25][CH3:26])=[CH:23][C:12]([C:13]([N:15]2[CH2:20][CH2:19][CH2:18][CH2:17][C@@H:16]2[CH:21]=O)=[O:14])=[C:11]([N+:27]([O-])=O)[CH:10]=1)[C:2]1[CH:7]=[CH:6][CH:5]=[CH:4][CH:3]=1.C1COCC1.O.[O-]S(S([O-])=O)=O.[Na+].[Na+]. Product: [CH2:1]([O:8][C:9]1[C:24]([O:25][CH3:26])=[CH:23][C:12]2[C:13](=[O:14])[N:15]3[CH2:20][CH2:19][CH2:18][CH2:17][C@@H:16]3[CH:21]=[N:27][C:11]=2[CH:10]=1)[C:2]1[CH:3]=[CH:4][CH:5]=[CH:6][CH:7]=1. The catalyst class is: 71.